Dataset: Forward reaction prediction with 1.9M reactions from USPTO patents (1976-2016). Task: Predict the product of the given reaction. (1) The product is: [CH2:54]([C:39]1[CH:40]=[C:41]([O:45][CH2:46][O:47][CH2:48][CH2:49][Si:50]([CH3:53])([CH3:52])[CH3:51])[C:42]([F:44])=[CH:43][C:38]=1[C:22]1[N:21]=[C:20]([NH:19][CH2:18][C:13]2[CH:14]=[CH:15][CH:16]=[CH:17][C:12]=2[CH2:11][NH:10][C:9](=[O:56])[O:8][CH2:1][C:2]2[CH:7]=[CH:6][CH:5]=[CH:4][CH:3]=2)[C:25]2[C:26]([C:62](=[O:73])[NH:61][CH3:60])=[N:27][N:28]([CH2:29][O:30][CH2:31][CH2:32][Si:33]([CH3:36])([CH3:35])[CH3:34])[C:24]=2[CH:23]=1)[CH3:55]. Given the reactants [CH2:1]([O:8][C:9](=[O:56])[NH:10][CH2:11][C:12]1[CH:17]=[CH:16][CH:15]=[CH:14][C:13]=1[CH2:18][NH:19][C:20]1[C:25]2[C:26](I)=[N:27][N:28]([CH2:29][O:30][CH2:31][CH2:32][Si:33]([CH3:36])([CH3:35])[CH3:34])[C:24]=2[CH:23]=[C:22]([C:38]2[CH:43]=[C:42]([F:44])[C:41]([O:45][CH2:46][O:47][CH2:48][CH2:49][Si:50]([CH3:53])([CH3:52])[CH3:51])=[CH:40][C:39]=2[CH2:54][CH3:55])[N:21]=1)[C:2]1[CH:7]=[CH:6][CH:5]=[CH:4][CH:3]=1.C1CCN2[C:60](=[N:61][CH2:62]CC2)CC1.CN.C1C[O:73]CC1, predict the reaction product. (2) Given the reactants [O:1]=[Ce]=O.[O-:4][Al:5]=[O:6].[O-:7][Al:8]=[O:9].[Mg+2:10], predict the reaction product. The product is: [O-:6][Al:5]=[O:4].[O-:9][Al:8]=[O:7].[Mg+2:10].[O-2:1].[Mg+2:10]. (3) The product is: [C:19]([O:23][C:24]([N:5]1[CH2:6][CH2:7][C:8](=[O:9])[CH:3]([Br:2])[CH2:4]1)=[O:25])([CH3:22])([CH3:21])[CH3:20]. Given the reactants Br.[Br:2][CH:3]1[C:8](=[O:9])[CH2:7][CH2:6][NH:5][CH2:4]1.C(N(CC)C(C)C)(C)C.[C:19]([O:23][C:24](O[C:24]([O:23][C:19]([CH3:22])([CH3:21])[CH3:20])=[O:25])=[O:25])([CH3:22])([CH3:21])[CH3:20], predict the reaction product. (4) The product is: [Cl:1][C:2]1[CH:7]=[CH:6][CH:5]=[CH:4][C:3]=1[N:8]1[C:12]([S:13][C:14]2[CH:19]=[CH:18][CH:17]=[C:16]([CH3:20])[N:15]=2)=[CH:11][C:10]([CH:21]=[O:22])=[N:9]1. Given the reactants [Cl:1][C:2]1[CH:7]=[CH:6][CH:5]=[CH:4][C:3]=1[N:8]1[C:12]([S:13][C:14]2[CH:19]=[CH:18][CH:17]=[C:16]([CH3:20])[N:15]=2)=[CH:11][C:10]([C:21](OCC)=[O:22])=[N:9]1.[H-].C([Al+]CC(C)C)C(C)C.C1(C)C=CC=CC=1.[OH-].[Na+], predict the reaction product. (5) The product is: [OH:2][C:3]1[CH:8]=[CH:7][C:6]([C:9](=[C:21]2[CH2:22][C:23]([CH3:30])([CH3:29])[CH2:24][C:25]([CH3:28])([CH3:27])[CH2:26]2)[C:10]2[CH:15]=[CH:14][C:13]([NH:16][S:17]([CH3:20])(=[O:19])=[O:18])=[CH:12][CH:11]=2)=[CH:5][CH:4]=1. Given the reactants C[O:2][C:3]1[CH:8]=[CH:7][C:6]([C:9](=[C:21]2[CH2:26][C:25]([CH3:28])([CH3:27])[CH2:24][C:23]([CH3:30])([CH3:29])[CH2:22]2)[C:10]2[CH:15]=[CH:14][C:13]([NH:16][S:17]([CH3:20])(=[O:19])=[O:18])=[CH:12][CH:11]=2)=[CH:5][CH:4]=1.B(Br)(Br)Br, predict the reaction product.